Dataset: TCR-epitope binding with 47,182 pairs between 192 epitopes and 23,139 TCRs. Task: Binary Classification. Given a T-cell receptor sequence (or CDR3 region) and an epitope sequence, predict whether binding occurs between them. (1) Result: 0 (the TCR does not bind to the epitope). The epitope is LLALHRSYL. The TCR CDR3 sequence is CASSWGTGVDQPQHF. (2) The epitope is EILDITPCSF. The TCR CDR3 sequence is CATSESWTVYQETQYF. Result: 0 (the TCR does not bind to the epitope). (3) The epitope is NLNESLIDL. The TCR CDR3 sequence is CASKDDGGGDLKQETQYF. Result: 0 (the TCR does not bind to the epitope). (4) The epitope is TPQDLNTML. The TCR CDR3 sequence is CASSGAYNEQFF. Result: 0 (the TCR does not bind to the epitope). (5) The epitope is AVFDRKSDAK. The TCR CDR3 sequence is CAISESDAGVYVDTQYF. Result: 0 (the TCR does not bind to the epitope). (6) The epitope is RQLLFVVEV. The TCR CDR3 sequence is CASRYQGPYEQYF. Result: 1 (the TCR binds to the epitope). (7) The epitope is EIYKRWII. The TCR CDR3 sequence is CASSFLTRQPQHF. Result: 1 (the TCR binds to the epitope). (8) The epitope is LPAADLDDF. The TCR CDR3 sequence is CASSQGPGYNNSPLHF. Result: 0 (the TCR does not bind to the epitope). (9) The epitope is WICLLQFAY. The TCR CDR3 sequence is CASSLAGGGEQYF. Result: 1 (the TCR binds to the epitope). (10) The epitope is DATYQRTRALVR. The TCR CDR3 sequence is CASSHRDRGGTGELFF. Result: 0 (the TCR does not bind to the epitope).